Task: Binary Classification. Given a miRNA mature sequence and a target amino acid sequence, predict their likelihood of interaction.. Dataset: Experimentally validated miRNA-target interactions with 360,000+ pairs, plus equal number of negative samples (1) The miRNA is hsa-miR-25-3p with sequence CAUUGCACUUGUCUCGGUCUGA. The protein sequence of the target gene is MGNTTTKFRKALINGDENLACQIYENNPQLKESLDPNTSYGEPYQHNTPLHYAARHGMNKILGTFLGRDGNPNKRNVHNETSMHLLCMGPQIMISEGALHPRLARPTEDDFRRADCLQMILKWKGAKLDQGEYERAAIDAVDNKKNTPLHYAAASGMKACVELLVKHGGDLFAENENKDTPCDCAEKQHHKDLALNLESQMVFSRDPEAEEIEAEYAALDKREPYEGLRPQDLRRLKDMLIVETADMLQAPLFTAEALLRAHDWDREKLLEAWMSNPENCCQRSGVQMPTPPPSGYNAWD.... Result: 1 (interaction). (2) The miRNA is mmu-miR-3961 with sequence UGCCCUCAGCUCAGUUGGA. The protein sequence of the target gene is MMEGLDDGPDFLSEEDRGLKAINVDLQSDAALQVDISDALSERDKVKFTVHTKSSLPNFKQNEFSVVRQHEEFIWLHDSFVENEDYAGYIIPPAPPRPDFDASREKLQKLGEGEGSMTKEEFTKMKQELEAEYLAIFKKTVAMHEVFLCRVAAHPILRRDLNFHVFLEYNQDLSVRGKNKKEKLEDFFKNMVKSADGVIVSGVKDVDDFFEHERTFLLEYHNRVKDASAKSDRMTRSHKSAADDYNRIGSSLYALGTQDSTDICKFFLKVSELFDKTRKIEARVSADEDLKLSDLLKYYL.... Result: 0 (no interaction).